From a dataset of CYP1A2 inhibition data for predicting drug metabolism from PubChem BioAssay. Regression/Classification. Given a drug SMILES string, predict its absorption, distribution, metabolism, or excretion properties. Task type varies by dataset: regression for continuous measurements (e.g., permeability, clearance, half-life) or binary classification for categorical outcomes (e.g., BBB penetration, CYP inhibition). Dataset: cyp1a2_veith. (1) The result is 0 (non-inhibitor). The molecule is CCOc1ccccc1-n1nnnc1SCC(=O)Nc1cc(C)on1. (2) The compound is CN(C)c1ccc(-c2cc(N(C)Cc3ccco3)ncn2)cc1. The result is 1 (inhibitor). (3) The compound is O=C(N/N=C\c1cn(-c2ccccc2)nc1-c1ccccc1)c1ccc(Br)o1. The result is 1 (inhibitor). (4) The drug is Nc1nc2c(c(=O)[nH]1)N[C@H](CCNc1ccc(C(=O)O)cc1)CN2. The result is 0 (non-inhibitor). (5) The molecule is CC(C)C(C(=O)O)N1C(=O)/C(=C/C=C/c2ccco2)SC1=S. The result is 0 (non-inhibitor). (6) The drug is CCOC(=O)C(=CNCC(=O)O)C(=O)OCC. The result is 0 (non-inhibitor).